From a dataset of Reaction yield outcomes from USPTO patents with 853,638 reactions. Predict the reaction yield, written as a fraction of the theoretical maximum amount of product (1.0 means a 100% yield; for example, 0.34 means a 34% yield). The reactants are [BH4-].[Na+].[Cl:3][C:4]1[CH:5]=[N:6][C:7]([N:10]2[CH2:15][CH2:14][CH:13]([CH:16]3[CH2:18][C:17]3([C:24]#[N:25])[C:19](OCC)=[O:20])[CH2:12][CH2:11]2)=[N:8][CH:9]=1. The catalyst is C1COCC1.O. The product is [Cl:3][C:4]1[CH:5]=[N:6][C:7]([N:10]2[CH2:15][CH2:14][CH:13]([CH:16]3[CH2:18][C:17]3([CH2:19][OH:20])[C:24]#[N:25])[CH2:12][CH2:11]2)=[N:8][CH:9]=1. The yield is 0.720.